This data is from Full USPTO retrosynthesis dataset with 1.9M reactions from patents (1976-2016). The task is: Predict the reactants needed to synthesize the given product. (1) Given the product [CH3:20][N:18]1[CH:19]=[C:15]([N:14]2[C:5]3[C:4]4[CH:3]=[C:2]([C:29]5[CH:28]=[N:27][C:26]([O:25][CH3:24])=[C:31]([N+:32]([O-:34])=[O:33])[CH:30]=5)[CH:11]=[CH:10][C:9]=4[N:8]=[CH:7][C:6]=3[N:12]([CH3:23])[C:13]2=[O:22])[C:16]([CH3:21])=[N:17]1, predict the reactants needed to synthesize it. The reactants are: Br[C:2]1[CH:11]=[CH:10][C:9]2[N:8]=[CH:7][C:6]3[N:12]([CH3:23])[C:13](=[O:22])[N:14]([C:15]4[C:16]([CH3:21])=[N:17][N:18]([CH3:20])[CH:19]=4)[C:5]=3[C:4]=2[CH:3]=1.[CH3:24][O:25][C:26]1[C:31]([N+:32]([O-:34])=[O:33])=[CH:30][C:29](B2OC(C)(C)C(C)(C)O2)=[CH:28][N:27]=1. (2) Given the product [CH3:10][Si:11]([C:14]#[C:15][C:2]1[C:3]([NH2:9])=[N:4][C:5]([NH2:8])=[CH:6][CH:7]=1)([CH3:13])[CH3:12], predict the reactants needed to synthesize it. The reactants are: I[C:2]1[C:3]([NH2:9])=[N:4][C:5]([NH2:8])=[CH:6][CH:7]=1.[CH3:10][Si:11]([C:14]#[CH:15])([CH3:13])[CH3:12].C(N(CC)C(C)C)(C)C.CN1C(=O)CCC1. (3) Given the product [F:39][C:36]([F:37])([F:38])[C:32]1[CH:31]=[C:30]([S:27]([C:23]2[CH:24]=[N:25][C:26]3[C:21]([CH:22]=2)=[CH:20][CH:19]=[CH:18][C:17]=3[N:7]2[CH2:6][C@@H:5]3[CH2:1][N:2]([C:9]([O:11][C:12]([CH3:15])([CH3:14])[CH3:13])=[O:10])[CH2:3][C@@H:4]3[CH2:8]2)(=[O:29])=[O:28])[CH:35]=[CH:34][CH:33]=1, predict the reactants needed to synthesize it. The reactants are: [CH2:1]1[C@@H:5]2[CH2:6][NH:7][CH2:8][C@@H:4]2[CH2:3][N:2]1[C:9]([O:11][C:12]([CH3:15])([CH3:14])[CH3:13])=[O:10].I[C:17]1[CH:18]=[CH:19][CH:20]=[C:21]2[C:26]=1[N:25]=[CH:24][C:23]([S:27]([C:30]1[CH:35]=[CH:34][CH:33]=[C:32]([C:36]([F:39])([F:38])[F:37])[CH:31]=1)(=[O:29])=[O:28])=[CH:22]2. (4) The reactants are: [CH3:1][O:2][C:3]1[CH:11]=[CH:10][C:6]([C:7]([OH:9])=O)=[CH:5][C:4]=1[N+:12]([O-:14])=[O:13].S(Cl)(Cl)=O.[NH2:19][C:20]1[CH:21]=[C:22]([CH:27]=[CH:28][CH:29]=1)[C:23]([O:25][CH3:26])=[O:24].N1C=CC=CC=1. Given the product [CH3:26][O:25][C:23](=[O:24])[C:22]1[CH:27]=[CH:28][CH:29]=[C:20]([NH:19][C:7](=[O:9])[C:6]2[CH:10]=[CH:11][C:3]([O:2][CH3:1])=[C:4]([N+:12]([O-:14])=[O:13])[CH:5]=2)[CH:21]=1, predict the reactants needed to synthesize it. (5) Given the product [CH:64]1([NH:66][C:4]2[CH:5]=[CH:6][N:1]([CH:14]3[C:10]([OH:43])([CH3:9])[CH:11]([OH:34])[CH:12]([CH2:24][OH:25])[O:13]3)[C:2](=[O:8])[N:3]=2)[CH2:53][CH2:65]1, predict the reactants needed to synthesize it. The reactants are: [NH:1]1[CH:6]=[CH:5][C:4](=O)[NH:3][C:2]1=[O:8].[CH3:9][C@:10]1([O:43]C(C2C=CC=CC=2)=O)[C@H:14](OC(C2C=CC=CC=2)=O)[O:13][C@H:12]([CH2:24][O:25]C(C2C=CC=CC=2)=O)[C@H:11]1[O:34]C(C1C=CC=CC=1)=O.[Si](OS(C(F)(F)F)(=O)=O)(C)(C)[CH3:53].[C:64](#[N:66])[CH3:65]. (6) Given the product [C:1]([C:3]1[N:7]2[N:8]=[C:9]([C:12]3[CH:13]=[CH:14][C:15]([C:16]([N:25]4[CH2:26][CH2:27][N:22]([CH3:21])[CH2:23][CH2:24]4)=[O:18])=[CH:19][CH:20]=3)[CH:10]=[CH:11][C:6]2=[N:5][CH:4]=1)#[CH:2], predict the reactants needed to synthesize it. The reactants are: [C:1]([C:3]1[N:7]2[N:8]=[C:9]([C:12]3[CH:20]=[CH:19][C:15]([C:16]([OH:18])=O)=[CH:14][CH:13]=3)[CH:10]=[CH:11][C:6]2=[N:5][CH:4]=1)#[CH:2].[CH3:21][N:22]1[CH2:27][CH2:26][NH:25][CH2:24][CH2:23]1.CN(C(ON1N=NC2C=CC=CC1=2)=[N+](C)C)C.F[P-](F)(F)(F)(F)F.C1C=CC2N(O)N=NC=2C=1.CCN(C(C)C)C(C)C. (7) The reactants are: [CH3:1][O:2][C:3]1[CH:4]=[C:5]([CH:19]=[CH:20][C:21]=1[O:22][CH2:23][C:24]#[C:25][CH2:26][CH3:27])[CH2:6][O:7][N:8]1C(=O)C2C(=CC=CC=2)C1=O.O.NN.Cl.O. Given the product [CH3:1][O:2][C:3]1[CH:4]=[C:5]([CH:19]=[CH:20][C:21]=1[O:22][CH2:23][C:24]#[C:25][CH2:26][CH3:27])[CH2:6][O:7][NH2:8], predict the reactants needed to synthesize it. (8) Given the product [F:50][C:29]([F:28])([F:49])[C:30]1[CH:44]=[C:43]([C:45]([F:48])([F:47])[F:46])[CH:42]=[CH:41][C:31]=1[CH2:32][N:33]1[CH2:38][CH2:37][CH:36](/[CH:39]=[C:12]2/[C:8]([NH:7][C@@H:4]3[CH2:5][CH2:6][N:2]([CH3:1])[C:3]3=[O:14])=[N:9][C:10](=[O:13])[S:11]/2)[CH2:35][CH2:34]1, predict the reactants needed to synthesize it. The reactants are: [CH3:1][N:2]1[CH2:6][CH2:5][C@@H:4]([NH:7][C:8]2[CH2:12][S:11][C:10](=[O:13])[N:9]=2)[C:3]1=[O:14].O=C1[C@H](NC2CSC(=O)N=2)CCN1.[F:28][C:29]([F:50])([F:49])[C:30]1[CH:44]=[C:43]([C:45]([F:48])([F:47])[F:46])[CH:42]=[CH:41][C:31]=1[CH2:32][N:33]1[CH2:38][CH2:37][CH:36]([CH:39]=O)[CH2:35][CH2:34]1.C([O-])(=O)C.[NH2+]1CCCCC1. (9) Given the product [Cl:26][C:27]1[CH:28]=[C:29]([N:33]2[C:5]([C:7]3[C:12](=[O:13])[CH:11]=[CH:10][N:9]([C:14]4[CH:19]=[CH:18][CH:17]=[C:16]([O:20][C:21]([F:24])([F:23])[F:22])[CH:15]=4)[N:8]=3)=[CH:4][CH:3]=[N:2]2)[CH:30]=[CH:31][CH:32]=1, predict the reactants needed to synthesize it. The reactants are: C[N:2](C)/[CH:3]=[CH:4]/[C:5]([C:7]1[C:12](=[O:13])[CH:11]=[CH:10][N:9]([C:14]2[CH:19]=[CH:18][CH:17]=[C:16]([O:20][C:21]([F:24])([F:23])[F:22])[CH:15]=2)[N:8]=1)=O.[Cl:26][C:27]1[CH:28]=[C:29]([NH:33]N)[CH:30]=[CH:31][CH:32]=1.